From a dataset of Forward reaction prediction with 1.9M reactions from USPTO patents (1976-2016). Predict the product of the given reaction. (1) Given the reactants NN.[N+:3]([C:6]1[CH:7]=[C:8]([C:15]2[CH:16]=[N:17][CH:18]=[N:19][CH:20]=2)[C:9]2[O:13][CH:12]=[CH:11][C:10]=2[CH:14]=1)([O-])=O, predict the reaction product. The product is: [N:17]1[CH:16]=[C:15]([C:8]2[C:9]3[O:13][CH:12]=[CH:11][C:10]=3[CH:14]=[C:6]([NH2:3])[CH:7]=2)[CH:20]=[N:19][CH:18]=1. (2) Given the reactants [F:1][C:2]1[CH:3]=[C:4]([C@@H:9]([C:34]2[CH:39]=[CH:38][C:37]([S:40]([CH3:43])(=[O:42])=[O:41])=[CH:36][CH:35]=2)[CH2:10][CH2:11][N:12]2[CH2:17][CH2:16][CH:15]([CH2:18][CH2:19][S:20]([C:23]3[CH:33]=[CH:32][C:26]([O:27][CH2:28][C:29]([OH:31])=O)=[CH:25][CH:24]=3)(=[O:22])=[O:21])[CH2:14][CH2:13]2)[CH:5]=[C:6]([F:8])[CH:7]=1.C1C=CC2N(O)N=[N:50][C:48]=2C=1.CCN=C=NCCCN(C)C.N.C(=O)([O-])[O-], predict the reaction product. The product is: [F:1][C:2]1[CH:3]=[C:4]([C@@H:9]([C:34]2[CH:39]=[CH:38][C:37]([S:40]([CH3:43])(=[O:41])=[O:42])=[CH:36][CH:35]=2)[CH2:10][CH2:11][N:12]2[CH2:13][CH2:14][CH:15]([CH2:18][CH2:19][S:20]([C:23]3[CH:24]=[CH:25][C:26]([O:27][CH2:28][C:29]([NH:50][CH3:48])=[O:31])=[CH:32][CH:33]=3)(=[O:22])=[O:21])[CH2:16][CH2:17]2)[CH:5]=[C:6]([F:8])[CH:7]=1. (3) Given the reactants [C:1]([O:5][C:6]([N:8]1[CH2:13][CH2:12][C:11](=O)[CH2:10][CH:9]1[CH2:15][CH:16]([CH3:18])[CH3:17])=[O:7])([CH3:4])([CH3:3])[CH3:2].C1(C)C=CC(S([CH2:28][N+:29]#[C-])(=O)=O)=CC=1.CC(C)([O-])C.[K+], predict the reaction product. The product is: [C:28]([CH:11]1[CH2:12][CH2:13][N:8]([C:6]([O:5][C:1]([CH3:4])([CH3:3])[CH3:2])=[O:7])[CH:9]([CH2:15][CH:16]([CH3:18])[CH3:17])[CH2:10]1)#[N:29]. (4) Given the reactants [CH:1]([NH2:4])([CH3:3])[CH3:2].CCN(C(C)C)C(C)C.[CH3:14][C:15]([O:18][C:19]([N:21]([C:39]([O:41][C:42]([CH3:45])([CH3:44])[CH3:43])=[O:40])[N:22]([C:30]1[C:35]([F:36])=[C:34](Cl)[N:33]=[C:32]([Cl:38])[N:31]=1)[C:23]([O:25][C:26]([CH3:29])([CH3:28])[CH3:27])=[O:24])=[O:20])([CH3:17])[CH3:16], predict the reaction product. The product is: [CH3:17][C:15]([O:18][C:19]([N:21]([C:39]([O:41][C:42]([CH3:45])([CH3:44])[CH3:43])=[O:40])[N:22]([C:30]1[C:35]([F:36])=[C:34]([NH:4][CH:1]([CH3:3])[CH3:2])[N:33]=[C:32]([Cl:38])[N:31]=1)[C:23]([O:25][C:26]([CH3:27])([CH3:28])[CH3:29])=[O:24])=[O:20])([CH3:14])[CH3:16]. (5) Given the reactants [CH3:1][O:2][C:3](=[O:16])[C:4]1[CH:9]=[C:8]([Cl:10])[CH:7]=[CH:6][C:5]=1[O:11][CH2:12][CH2:13][CH2:14][OH:15].C(N(CC)CC)C.[CH3:24][S:25](Cl)(=[O:27])=[O:26], predict the reaction product. The product is: [CH3:1][O:2][C:3](=[O:16])[C:4]1[CH:9]=[C:8]([Cl:10])[CH:7]=[CH:6][C:5]=1[O:11][CH2:12][CH2:13][CH2:14][O:15][S:25]([CH3:24])(=[O:27])=[O:26]. (6) Given the reactants [CH3:1][NH:2][CH3:3].C1COCC1.[Cl:9][CH2:10][C:11]([NH:13][CH2:14][C:15]1[CH:23]=[CH:22][CH:21]=[C:20]2[C:16]=1[CH2:17][N:18]([CH:25]1[CH2:30][CH2:29][C:28](=[O:31])[NH:27][C:26]1=[O:32])[C:19]2=[O:24])=[O:12], predict the reaction product. The product is: [ClH:9].[CH3:1][N:2]([CH3:3])[CH2:10][C:11]([NH:13][CH2:14][C:15]1[CH:23]=[CH:22][CH:21]=[C:20]2[C:16]=1[CH2:17][N:18]([CH:25]1[CH2:30][CH2:29][C:28](=[O:31])[NH:27][C:26]1=[O:32])[C:19]2=[O:24])=[O:12].